Dataset: Full USPTO retrosynthesis dataset with 1.9M reactions from patents (1976-2016). Task: Predict the reactants needed to synthesize the given product. (1) Given the product [CH2:1]([O:3][C:4](=[O:18])[C:5]1[CH:10]=[C:9]([CH3:11])[CH:8]=[C:7]([C:12]2[CH2:16][CH2:15][CH2:14][C:13]=2[C:22]2[CH:21]=[C:20]([Cl:19])[CH:25]=[CH:24][C:23]=2[O:29][CH2:30][C:31]2[CH:36]=[CH:35][C:34]([F:37])=[CH:33][C:32]=2[F:38])[CH:6]=1)[CH3:2], predict the reactants needed to synthesize it. The reactants are: [CH2:1]([O:3][C:4](=[O:18])[C:5]1[CH:10]=[C:9]([CH3:11])[CH:8]=[C:7]([C:12]2[CH2:16][CH2:15][CH2:14][C:13]=2Br)[CH:6]=1)[CH3:2].[Cl:19][C:20]1[CH:21]=[CH:22][C:23]([O:29][CH2:30][C:31]2[CH:36]=[CH:35][C:34]([F:37])=[CH:33][C:32]=2[F:38])=[C:24](B(O)O)[CH:25]=1. (2) Given the product [CH2:37]([Si:36]([CH2:41][CH3:42])([CH2:39][CH3:40])[O:1][C@H:2]1[CH2:26][CH2:25][C@@:24]2([CH3:27])[C@@H:4]([C:5](=[O:29])[O:6][C:7]3[C@H:8]4[C@:20]([CH3:28])([CH2:21][CH2:22][C:23]=32)[C@@H:11]([C@H:12]([CH3:19])[CH2:13][CH2:14][CH2:15][CH:16]([CH3:18])[CH3:17])[CH2:10][CH2:9]4)[CH2:3]1)[CH3:38], predict the reactants needed to synthesize it. The reactants are: [OH:1][C@H:2]1[CH2:26][CH2:25][C@@:24]2([CH3:27])[C@@H:4]([C:5](=[O:29])[O:6][C:7]3[C@H:8]4[C@:20]([CH3:28])([CH2:21][CH2:22][C:23]=32)[C@@H:11]([C@H:12]([CH3:19])[CH2:13][CH2:14][CH2:15][CH:16]([CH3:18])[CH3:17])[CH2:10][CH2:9]4)[CH2:3]1.N1C=CN=C1.Cl[Si:36]([CH2:41][CH3:42])([CH2:39][CH3:40])[CH2:37][CH3:38].[Cl-].[NH4+]. (3) Given the product [CH3:1][O:2][C:3]1[CH:4]=[C:5]([CH2:19][C:20]([N:37]2[CH2:38][CH2:39][CH2:40][CH:36]2[C:35]#[C:34][C:31]2[CH:32]=[CH:33][C:28]([C:26]([O:25][CH2:23][CH3:24])=[O:27])=[CH:29][CH:30]=2)=[O:22])[CH:6]=[CH:7][C:8]=1[NH:9][C:10]([NH:12][C:13]1[CH:14]=[CH:15][CH:16]=[CH:17][CH:18]=1)=[O:11], predict the reactants needed to synthesize it. The reactants are: [CH3:1][O:2][C:3]1[CH:4]=[C:5]([CH2:19][C:20]([OH:22])=O)[CH:6]=[CH:7][C:8]=1[NH:9][C:10]([NH:12][C:13]1[CH:18]=[CH:17][CH:16]=[CH:15][CH:14]=1)=[O:11].[CH2:23]([O:25][C:26]([C:28]1[CH:33]=[CH:32][C:31]([C:34]#[C:35][CH:36]2[CH2:40][CH2:39][CH2:38][NH:37]2)=[CH:30][CH:29]=1)=[O:27])[CH3:24].C(Cl)CCl.C1C=CC2N(O)N=NC=2C=1.Cl. (4) Given the product [OH:19][CH:8]([CH:2]1[CH2:3][CH:4]2[CH2:7][CH:1]1[CH:6]=[CH:5]2)[C:9]([F:17])([F:18])[C:10](=[O:15])[C:11]([F:13])([F:14])[F:12], predict the reactants needed to synthesize it. The reactants are: [CH:1]12[CH2:7][CH:4]([CH:5]=[CH:6]1)[CH2:3][CH:2]2[CH:8]([OH:19])[C:9]([F:18])([F:17])[C:10](O)([OH:15])[C:11]([F:14])([F:13])[F:12]. (5) Given the product [O:10]1[CH:14]=[CH:13][CH:12]=[C:11]1[C:15]([N:61]1[CH2:62][CH2:63][N:58]([C:40](=[O:39])[CH2:41][NH:42][C:43](=[O:57])[C:44]2[CH:45]=[CH:46][C:47]([O:50][C:51]3[CH:52]=[CH:53][CH:54]=[CH:55][CH:56]=3)=[CH:48][CH:49]=2)[CH2:59][CH2:60]1)=[O:17], predict the reactants needed to synthesize it. The reactants are: CCN(C(C)C)C(C)C.[O:10]1[CH:14]=[CH:13][CH:12]=[C:11]1[C:15]([OH:17])=O.CCN=C=NCCCN(C)C.C1C=CC2N(O)N=NC=2C=1.[O:39]=[C:40]([N:58]1[CH2:63][CH2:62][NH:61][CH2:60][CH2:59]1)[CH2:41][NH:42][C:43](=[O:57])[C:44]1[CH:49]=[CH:48][C:47]([O:50][C:51]2[CH:56]=[CH:55][CH:54]=[CH:53][CH:52]=2)=[CH:46][CH:45]=1.